Dataset: Full USPTO retrosynthesis dataset with 1.9M reactions from patents (1976-2016). Task: Predict the reactants needed to synthesize the given product. (1) The reactants are: [F:1][C:2]1[CH:7]=[CH:6][C:5]([C:8]2[S:12][C:11]3[CH:13]=[CH:14][C:15]([C:17]4[CH:18]=[C:19]([CH:23]=[CH:24][CH:25]=4)[C:20]([OH:22])=O)=[CH:16][C:10]=3[C:9]=2[C:26](=[O:29])[NH:27][CH3:28])=[CH:4][CH:3]=1.Cl.[C:31]1([C:37]2([NH2:41])[CH2:40][CH2:39][CH2:38]2)[CH:36]=[CH:35][CH:34]=[CH:33][CH:32]=1. Given the product [F:1][C:2]1[CH:3]=[CH:4][C:5]([C:8]2[S:12][C:11]3[CH:13]=[CH:14][C:15]([C:17]4[CH:25]=[CH:24][CH:23]=[C:19]([C:20](=[O:22])[NH:41][C:37]5([C:31]6[CH:36]=[CH:35][CH:34]=[CH:33][CH:32]=6)[CH2:38][CH2:39][CH2:40]5)[CH:18]=4)=[CH:16][C:10]=3[C:9]=2[C:26]([NH:27][CH3:28])=[O:29])=[CH:6][CH:7]=1, predict the reactants needed to synthesize it. (2) Given the product [CH3:26][O:25][C:23](=[O:24])[C:22](=[CH:48][C:45]1[CH:46]=[CH:47][C:42]([C:41]([O:40][C:36]([CH3:39])([CH3:37])[CH3:38])=[O:53])=[CH:43][C:44]=1[N+:50]([O-:52])=[O:51])[CH2:21][C:20]([O:28][CH3:29])=[O:27], predict the reactants needed to synthesize it. The reactants are: C1(P(C2C=CC=CC=2)C2C=CC=CC=2)C=CC=CC=1.[C:20]([O:28][CH3:29])(=[O:27])/[CH:21]=[CH:22]\[C:23]([O:25][CH3:26])=[O:24].C1C=CC=CC=1.[C:36]([O:40][C:41](=[O:53])[C:42]1[CH:47]=[CH:46][C:45]([CH:48]=O)=[C:44]([N+:50]([O-:52])=[O:51])[CH:43]=1)([CH3:39])([CH3:38])[CH3:37]. (3) Given the product [Si:1]([C:8]1[S:9][C:10]([C:13]2([OH:29])[CH2:18][CH2:17][NH:16][CH2:15][CH2:14]2)=[CH:11][N:12]=1)([C:4]([CH3:7])([CH3:5])[CH3:6])([CH3:2])[CH3:3], predict the reactants needed to synthesize it. The reactants are: [Si:1]([C:8]1[S:9][C:10]([C:13]2([OH:29])[CH2:18][CH2:17][N:16](C(OCC3C=CC=CC=3)=O)[CH2:15][CH2:14]2)=[CH:11][N:12]=1)([C:4]([CH3:7])([CH3:6])[CH3:5])([CH3:3])[CH3:2].[H][H]. (4) Given the product [CH3:1][O:2][C:3]1[CH:4]=[C:5]2[C:10](=[CH:11][C:12]=1[O:13][CH3:14])[N:9]=[CH:8][N:7]=[C:6]2[O:15][C:16]1[CH:22]=[CH:21][C:19]([NH:20][C:38](=[S:55])[O:40][CH2:41][C:26]2[CH:27]=[CH:28][C:23]([CH3:29])=[CH:24][CH:25]=2)=[CH:18][CH:17]=1, predict the reactants needed to synthesize it. The reactants are: [CH3:1][O:2][C:3]1[CH:4]=[C:5]2[C:10](=[CH:11][C:12]=1[O:13][CH3:14])[N:9]=[CH:8][N:7]=[C:6]2[O:15][C:16]1[CH:22]=[CH:21][C:19]([NH2:20])=[CH:18][CH:17]=1.[C:23]1([CH3:29])[CH:28]=[CH:27][CH:26]=[CH:25][CH:24]=1.C(N(CC)CC)C.Cl[C:38](Cl)([O:40][C:41](=O)OC(Cl)(Cl)Cl)Cl.CC1C=CC(C[SH:55])=CC=1. (5) Given the product [CH3:17][N:14]1[CH2:13][CH2:12][N:11]([C:7]2[C:6]3[N:2]=[C:3]([CH2:18][NH:19][CH:23]4[C:32]5=[N:31][CH:30]=[CH:29][CH:28]=[C:27]5[CH2:26][CH2:33][CH2:25][CH2:24]4)[NH:4][C:5]=3[CH:10]=[CH:9][CH:8]=2)[CH2:16][CH2:15]1, predict the reactants needed to synthesize it. The reactants are: C[N:2]1[C:6]2[C:7]([N:11]3[CH2:16][CH2:15][N:14]([CH3:17])[CH2:13][CH2:12]3)=[CH:8][CH:9]=[CH:10][C:5]=2[N:4]=[C:3]1[CH2:18][N:19]([C@@H:23]1[C:32]2[N:31]=[CH:30][CH:29]=[CH:28][C:27]=2[CH2:26][CH2:25][CH2:24]1)CCO.[CH3:33]N1CCN(C2C3N=C(CNC(=O)OCC4C=CC=CC=4)NC=3C=CC=2)CC1.N1C=CC=C2CCCCC(=O)C=12. (6) The reactants are: [F:1][C:2]([C:5]1[S:9][C:8]([NH2:10])=[N:7][N:6]=1)([F:4])[CH3:3].Br[CH2:12][C:13](=O)[C:14]([O:16][CH2:17][CH3:18])=[O:15]. Given the product [F:1][C:2]([C:5]1[S:9][C:8]2=[N:10][C:13]([C:14]([O:16][CH2:17][CH3:18])=[O:15])=[CH:12][N:7]2[N:6]=1)([F:4])[CH3:3], predict the reactants needed to synthesize it. (7) Given the product [Cl:1][C:2]1[CH:7]=[C:6]([Cl:8])[CH:5]=[CH:4][C:3]=1[C:9]1[N:10]=[C:11](/[CH:30]=[CH:31]/[C:32]2[CH:33]=[CH:34][C:35]([O:38][CH2:40][C:41]3[CH:50]=[CH:49][C:44]([C:45]([OH:47])=[O:46])=[CH:43][CH:42]=3)=[CH:36][CH:37]=2)[N:12]([CH2:14][C:15](=[O:16])[NH:17][CH:18]([C:20]2[C:29]3[C:24](=[CH:25][CH:26]=[CH:27][CH:28]=3)[CH:23]=[CH:22][CH:21]=2)[CH3:19])[CH:13]=1, predict the reactants needed to synthesize it. The reactants are: [Cl:1][C:2]1[CH:7]=[C:6]([Cl:8])[CH:5]=[CH:4][C:3]=1[C:9]1[N:10]=[C:11](/[CH:30]=[CH:31]/[C:32]2[CH:37]=[CH:36][C:35]([OH:38])=[CH:34][CH:33]=2)[N:12]([CH2:14][C:15]([NH:17][CH:18]([C:20]2[C:29]3[C:24](=[CH:25][CH:26]=[CH:27][CH:28]=3)[CH:23]=[CH:22][CH:21]=2)[CH3:19])=[O:16])[CH:13]=1.Br[CH2:40][C:41]1[CH:50]=[CH:49][C:44]([C:45]([O:47]C)=[O:46])=[CH:43][CH:42]=1. (8) Given the product [CH:20]([N:18]1[C:17](=[O:23])[CH:16]=[CH:15][C:14]([C:5]2[C:6]([C:8]3[CH:9]=[CH:10][CH:11]=[CH:12][CH:13]=3)=[N:7][C:2]([NH:1][C:24](=[O:26])[CH3:25])=[N:3][CH:4]=2)=[N:19]1)([CH3:21])[CH3:22], predict the reactants needed to synthesize it. The reactants are: [NH2:1][C:2]1[N:7]=[C:6]([C:8]2[CH:13]=[CH:12][CH:11]=[CH:10][CH:9]=2)[C:5]([C:14]2[CH:15]=[CH:16][C:17](=[O:23])[N:18]([CH:20]([CH3:22])[CH3:21])[N:19]=2)=[CH:4][N:3]=1.[C:24](Cl)(=[O:26])[CH3:25]. (9) Given the product [CH3:1][O:2][C:3](=[O:32])[C:4]1[CH:9]=[CH:8][C:7]([CH2:10][N:11]2[CH:15]=[C:14]([C:16]3[CH:21]=[CH:20][C:19]([Cl:22])=[CH:18][C:17]=3[Cl:23])[N:13]=[C:12]2[CH2:24][C:25]2[CH:30]=[CH:29][C:28]([C:41]3[CH:40]=[CH:39][CH:38]=[C:37]([S:34]([CH3:33])(=[O:36])=[O:35])[CH:42]=3)=[CH:27][CH:26]=2)=[CH:6][CH:5]=1, predict the reactants needed to synthesize it. The reactants are: [CH3:1][O:2][C:3](=[O:32])[C:4]1[CH:9]=[CH:8][C:7]([CH2:10][N:11]2[CH:15]=[C:14]([C:16]3[CH:21]=[CH:20][C:19]([Cl:22])=[CH:18][C:17]=3[Cl:23])[N:13]=[C:12]2[CH2:24][C:25]2[CH:30]=[CH:29][C:28](Br)=[CH:27][CH:26]=2)=[CH:6][CH:5]=1.[CH3:33][S:34]([C:37]1[CH:38]=[C:39](B(O)O)[CH:40]=[CH:41][CH:42]=1)(=[O:36])=[O:35]. (10) Given the product [CH3:18][O:17][C:15]1[N:16]=[C:11]([N:4]2[CH2:5][CH2:6][C:2]([CH3:1])([C:7]([OH:9])=[O:8])[CH2:3]2)[CH:12]=[C:13]([NH:19][CH2:20][CH2:21][C:22]2[CH:23]=[CH:24][C:25]([O:28][C:29]([F:31])([F:32])[F:30])=[CH:26][CH:27]=2)[N:14]=1, predict the reactants needed to synthesize it. The reactants are: [CH3:1][C:2]1([C:7]([OH:9])=[O:8])[CH2:6][CH2:5][NH:4][CH2:3]1.Cl[C:11]1[N:16]=[C:15]([O:17][CH3:18])[N:14]=[C:13]([NH:19][CH2:20][CH2:21][C:22]2[CH:27]=[CH:26][C:25]([O:28][C:29]([F:32])([F:31])[F:30])=[CH:24][CH:23]=2)[CH:12]=1.C(=O)([O-])[O-].[K+].[K+].